Dataset: Forward reaction prediction with 1.9M reactions from USPTO patents (1976-2016). Task: Predict the product of the given reaction. (1) Given the reactants [CH3:1][N:2]1[C:11]2[C:6](=[CH:7][C:8]([C:18]([F:21])([F:20])[F:19])=[C:9]([C:12]3[CH:13]=[N:14][N:15]([CH3:17])[CH:16]=3)[CH:10]=2)[NH:5][CH2:4][CH2:3]1.Br[C:23]1[C:27]2[CH2:28][N:29]([C:32]([O:34][C:35]([CH3:38])([CH3:37])[CH3:36])=[O:33])[CH2:30][CH2:31][C:26]=2[N:25]([CH:39]2[CH2:44][CH2:43][O:42][CH2:41][CH2:40]2)[N:24]=1.C(O[Na])(C)(C)C.C1(P(C2CCCCC2)C2C=CC=CC=2C2C(OC(C)C)=CC=CC=2OC(C)C)CCCCC1, predict the reaction product. The product is: [CH3:1][N:2]1[C:11]2[C:6](=[CH:7][C:8]([C:18]([F:19])([F:21])[F:20])=[C:9]([C:12]3[CH:13]=[N:14][N:15]([CH3:17])[CH:16]=3)[CH:10]=2)[N:5]([C:23]2[C:27]3[CH2:28][N:29]([C:32]([O:34][C:35]([CH3:37])([CH3:38])[CH3:36])=[O:33])[CH2:30][CH2:31][C:26]=3[N:25]([CH:39]3[CH2:40][CH2:41][O:42][CH2:43][CH2:44]3)[N:24]=2)[CH2:4][CH2:3]1. (2) Given the reactants CC1(C)CCCC(C)(C)N1.C([Li])CCC.[CH3:16][C:17]1[CH:18]=[C:19]([C:22]2[C:30]3[C:26](=[N:27][S:28][N:29]=3)[C:25]([C:31]3[S:32][CH:33]=[C:34]([CH3:36])[CH:35]=3)=[CH:24][CH:23]=2)[S:20][CH:21]=1.[CH3:37][Sn:38](Cl)([CH3:40])[CH3:39], predict the reaction product. The product is: [CH3:37][Sn:38]([CH3:40])([CH3:39])[C:21]1[S:20][C:19]([C:22]2[C:30]3[C:26](=[N:27][S:28][N:29]=3)[C:25]([C:31]3[S:32][C:33]([Sn:38]([CH3:40])([CH3:39])[CH3:37])=[C:34]([CH3:36])[CH:35]=3)=[CH:24][CH:23]=2)=[CH:18][C:17]=1[CH3:16]. (3) The product is: [C:1]([NH:5][C@H:6]1[C@@H:11]2[C@@H:9]([C@H:10]2[C:12]([O:14][C:15]([CH3:16])([CH3:17])[CH3:18])=[O:13])[C@:8]([NH:26][C:27]([O:29][C:30]([CH3:32])([CH3:33])[CH3:31])=[O:28])([C:19]([O:21][C:22]([CH3:23])([CH3:24])[CH3:25])=[O:20])[C@@H:7]1[O:34][CH2:35][C:36]1[CH:41]=[CH:40][C:39]([Cl:42])=[C:38]([Cl:43])[CH:37]=1)(=[O:3])[CH3:2]. Given the reactants [C:1](Cl)(=[O:3])[CH3:2].[NH2:5][C@H:6]1[C@@H:11]2[C@@H:9]([C@H:10]2[C:12]([O:14][C:15]([CH3:18])([CH3:17])[CH3:16])=[O:13])[C@:8]([NH:26][C:27]([O:29][C:30]([CH3:33])([CH3:32])[CH3:31])=[O:28])([C:19]([O:21][C:22]([CH3:25])([CH3:24])[CH3:23])=[O:20])[C@@H:7]1[O:34][CH2:35][C:36]1[CH:41]=[CH:40][C:39]([Cl:42])=[C:38]([Cl:43])[CH:37]=1.C(N(CC)CC)C, predict the reaction product.